From a dataset of NCI-60 drug combinations with 297,098 pairs across 59 cell lines. Regression. Given two drug SMILES strings and cell line genomic features, predict the synergy score measuring deviation from expected non-interaction effect. (1) Drug 1: C1=CN(C(=O)N=C1N)C2C(C(C(O2)CO)O)O.Cl. Drug 2: C1C(C(OC1N2C=NC3=C(N=C(N=C32)Cl)N)CO)O. Cell line: OVCAR-4. Synergy scores: CSS=9.33, Synergy_ZIP=-3.66, Synergy_Bliss=-2.88, Synergy_Loewe=-2.29, Synergy_HSA=-1.29. (2) Drug 1: CN(C)N=NC1=C(NC=N1)C(=O)N. Drug 2: CCN(CC)CCCC(C)NC1=C2C=C(C=CC2=NC3=C1C=CC(=C3)Cl)OC. Cell line: K-562. Synergy scores: CSS=52.0, Synergy_ZIP=1.10, Synergy_Bliss=5.35, Synergy_Loewe=-5.13, Synergy_HSA=6.68. (3) Drug 1: B(C(CC(C)C)NC(=O)C(CC1=CC=CC=C1)NC(=O)C2=NC=CN=C2)(O)O. Drug 2: CC1C(C(CC(O1)OC2CC(CC3=C2C(=C4C(=C3O)C(=O)C5=CC=CC=C5C4=O)O)(C(=O)C)O)N)O. Cell line: MDA-MB-435. Synergy scores: CSS=83.0, Synergy_ZIP=3.36, Synergy_Bliss=3.56, Synergy_Loewe=4.81, Synergy_HSA=6.34.